Dataset: Full USPTO retrosynthesis dataset with 1.9M reactions from patents (1976-2016). Task: Predict the reactants needed to synthesize the given product. (1) Given the product [F:38][C:32]1[CH:33]=[C:34]([F:37])[CH:35]=[CH:36][C:31]=1[N:27]1[C:26]([C:20]2[S:19][C:18]3[C:17]4[N:39]=[C:13]([NH:12][CH:10]5[CH2:9][N:8]([CH3:6])[CH2:11]5)[CH:14]=[CH:15][C:16]=4[O:25][CH2:24][CH2:23][C:22]=3[CH:21]=2)=[N:30][CH:29]=[N:28]1, predict the reactants needed to synthesize it. The reactants are: C(O[C:6]([N:8]1[CH2:11][CH:10]([NH:12][C:13]2[CH:14]=[CH:15][C:16]3[O:25][CH2:24][CH2:23][C:22]4[CH:21]=[C:20]([C:26]5[N:27]([C:31]6[CH:36]=[CH:35][C:34]([F:37])=[CH:33][C:32]=6[F:38])[N:28]=[CH:29][N:30]=5)[S:19][C:18]=4[C:17]=3[N:39]=2)[CH2:9]1)=O)(C)(C)C.[H-].[H-].[H-].[H-].[Li+].[Al+3]. (2) Given the product [CH3:4][C:5]1[CH:12]=[CH:11][C:8]([CH:9]=[CH:14][C:15](=[O:16])[CH3:17])=[CH:7][CH:6]=1, predict the reactants needed to synthesize it. The reactants are: O.[OH-].[Na+].[CH3:4][C:5]1[CH:12]=[CH:11][C:8]([CH:9]=O)=[CH:7][CH:6]=1.Cl.[CH3:14][C:15]([CH3:17])=[O:16]. (3) The reactants are: [B-:1]([F:7])([F:6])([F:5])[O+](C)C.[S:8](=[O:12])(=[O:11])([OH:10])[OH:9].COC.C1OC1. Given the product [B:1]([F:7])([F:6])[F:5].[OH:11][S:8]([OH:12])(=[O:10])=[O:9], predict the reactants needed to synthesize it. (4) Given the product [CH2:14]([CH:12]1[CH2:13][NH:8][CH2:9][C@@H:10]([NH:21][C:22](=[O:28])[O:23][C:24]([CH3:26])([CH3:25])[CH3:27])[CH2:11]1)[C:15]1[CH:16]=[CH:17][CH:18]=[CH:19][CH:20]=1, predict the reactants needed to synthesize it. The reactants are: C([N:8]1[CH2:13][CH:12]([CH2:14][C:15]2[CH:20]=[CH:19][CH:18]=[CH:17][CH:16]=2)[CH2:11][C@H:10]([NH:21][C:22](=[O:28])[O:23][C:24]([CH3:27])([CH3:26])[CH3:25])[CH2:9]1)C1C=CC=CC=1.[H][H].